From a dataset of hERG Central: cardiac toxicity at 1µM, 10µM, and general inhibition. Predict hERG channel inhibition at various concentrations. The compound is CCN(CC)CCSc1nnc2c3cc(F)ccc3n(Cc3ccccc3)c2n1. Results: hERG_inhib (hERG inhibition (general)): blocker.